Dataset: Catalyst prediction with 721,799 reactions and 888 catalyst types from USPTO. Task: Predict which catalyst facilitates the given reaction. (1) Reactant: [NH2:1][C:2]1[C:3](/[CH:9]=[CH:10]/[C:11]([O:13]C)=O)=[N:4][CH:5]=[C:6]([Cl:8])[CH:7]=1.C[O-].[Na+]. Product: [Cl:8][C:6]1[CH:7]=[C:2]2[C:3]([CH:9]=[CH:10][C:11](=[O:13])[NH:1]2)=[N:4][CH:5]=1. The catalyst class is: 8. (2) Reactant: [NH2:1][C:2]1[S:6][C:5]([C:7]2[CH:12]=[CH:11][C:10]([O:13][CH3:14])=[CH:9][CH:8]=2)=[N:4][C:3]=1[C:15]([NH:17][C:18]1([C:24]([O:26][CH3:27])=[O:25])[CH2:23][CH2:22][CH2:21][CH2:20][CH2:19]1)=[O:16].[N:28]([C:31]1[C:36]([CH3:37])=[CH:35][C:34]([CH3:38])=[CH:33][C:32]=1[CH3:39])=[C:29]=[O:30].[N-]=C=O. Product: [CH3:14][O:13][C:10]1[CH:11]=[CH:12][C:7]([C:5]2[S:6][C:2]([NH:1][C:29]([NH:28][C:31]3[C:32]([CH3:39])=[CH:33][C:34]([CH3:38])=[CH:35][C:36]=3[CH3:37])=[O:30])=[C:3]([C:15]([NH:17][C:18]3([C:24]([O:26][CH3:27])=[O:25])[CH2:23][CH2:22][CH2:21][CH2:20][CH2:19]3)=[O:16])[N:4]=2)=[CH:8][CH:9]=1. The catalyst class is: 11. (3) Reactant: [Cl:1][C:2]1[CH:11]=[C:10]([C:12](=O)[CH3:13])[C:9]([N:15]2[CH2:20][CH2:19][CH:18]([C:21]3[CH:26]=[CH:25][CH:24]=[CH:23][CH:22]=3)[CH2:17][CH2:16]2)=[C:8]2[C:3]=1[CH:4]=[CH:5][CH:6]=[N:7]2.C([O-])(=O)C.[NH4+].C([BH3-])#[N:33].[Na+].O1CCCC1. Product: [Cl:1][C:2]1[CH:11]=[C:10]([CH:12]([NH2:33])[CH3:13])[C:9]([N:15]2[CH2:20][CH2:19][CH:18]([C:21]3[CH:26]=[CH:25][CH:24]=[CH:23][CH:22]=3)[CH2:17][CH2:16]2)=[C:8]2[C:3]=1[CH:4]=[CH:5][CH:6]=[N:7]2. The catalyst class is: 449. (4) Reactant: CC(OC([NH:8][C@@H:9]([CH2:16][CH:17]([CH3:19])[CH3:18])/[CH:10]=[CH:11]/[C:12]([O:14][CH3:15])=[O:13])=O)(C)C.[C:20]([OH:26])([C:22]([F:25])([F:24])[F:23])=[O:21]. Product: [F:23][C:22]([F:25])([F:24])[C:20]([OH:26])=[O:21].[NH2:8][C@@H:9]([CH2:16][CH:17]([CH3:19])[CH3:18])/[CH:10]=[CH:11]/[C:12]([O:14][CH3:15])=[O:13]. The catalyst class is: 2. (5) Reactant: CS(Cl)(=O)=O.[Cl:6][C:7]1[CH:11]=[C:10]([C:12]([OH:14])=O)[N:9]([C:15]2[C:20]([Cl:21])=[CH:19][CH:18]=[CH:17][N:16]=2)[N:8]=1.N1C=CC=CC=1.[NH2:28][C:29]1[C:37]([CH3:38])=[CH:36][C:35]([Cl:39])=[CH:34][C:30]=1[C:31](O)=[O:32]. Product: [Cl:39][C:35]1[CH:36]=[C:37]([CH3:38])[C:29]2[N:28]=[C:12]([C:10]3[N:9]([C:15]4[C:20]([Cl:21])=[CH:19][CH:18]=[CH:17][N:16]=4)[N:8]=[C:7]([Cl:6])[CH:11]=3)[O:14][C:31](=[O:32])[C:30]=2[CH:34]=1. The catalyst class is: 47. (6) Reactant: Cl.[F:2][C:3]1[CH:8]=[CH:7][C:6]([NH:9][NH2:10])=[C:5]([CH3:11])[CH:4]=1.[OH-].[Na+]. Product: [F:2][C:3]1[CH:8]=[CH:7][C:6]([N:9]2[C:6]([NH2:9])=[CH:5][C:4]([CH3:3])=[N:10]2)=[C:5]([CH3:11])[CH:4]=1. The catalyst class is: 33.